Dataset: Catalyst prediction with 721,799 reactions and 888 catalyst types from USPTO. Task: Predict which catalyst facilitates the given reaction. (1) Reactant: N1C=CN=C1.[OH:6][CH2:7][C@H:8]1[NH:12][C:11](=[O:13])[CH2:10][CH2:9]1.[Si:14](Cl)([C:17]([CH3:20])([CH3:19])[CH3:18])([CH3:16])[CH3:15]. Product: [Si:14]([O:6][CH2:7][C@H:8]1[NH:12][C:11](=[O:13])[CH2:10][CH2:9]1)([C:17]([CH3:20])([CH3:19])[CH3:18])([CH3:16])[CH3:15]. The catalyst class is: 143. (2) Reactant: [CH3:1][C:2]1[C:3]([O:12][CH3:13])=[CH:4][C:5]([N+:9]([O-])=O)=[C:6]([OH:8])[CH:7]=1. Product: [NH2:9][C:5]1[CH:4]=[C:3]([O:12][CH3:13])[C:2]([CH3:1])=[CH:7][C:6]=1[OH:8]. The catalyst class is: 99. (3) Product: [C:23]([O:22][C:20]([N:14]1[CH2:19][CH2:18][N:17]([C:2]2[S:3][C:4]([NH:12][CH3:13])=[C:5]([C:7]([O:9][CH2:10][CH3:11])=[O:8])[N:6]=2)[CH2:16][CH2:15]1)=[O:21])([CH3:26])([CH3:24])[CH3:25]. The catalyst class is: 12. Reactant: Br[C:2]1[S:3][C:4]([NH:12][CH3:13])=[C:5]([C:7]([O:9][CH2:10][CH3:11])=[O:8])[N:6]=1.[N:14]1([C:20]([O:22][C:23]([CH3:26])([CH3:25])[CH3:24])=[O:21])[CH2:19][CH2:18][NH:17][CH2:16][CH2:15]1.CCN(C(C)C)C(C)C. (4) Reactant: Cl[C:2]1[CH:3]=[C:4]([C@@H:12]([CH2:25][CH:26]2[CH2:30][CH2:29][CH2:28][CH2:27]2)[C:13](NC2C=CN(CC(O)=O)N=2)=[O:14])[CH:5]=CC=1S(C)(=O)=O.[C:31]([Cl:36])(=O)[C:32]([Cl:34])=O.C(Cl)[Cl:38]. The catalyst class is: 9. Product: [CH:26]1([CH2:25][C@H:12]([C:4]2[CH:3]=[CH:2][C:32]([Cl:34])=[C:31]([Cl:36])[CH:5]=2)[C:13]([Cl:38])=[O:14])[CH2:30][CH2:29][CH2:28][CH2:27]1. (5) Reactant: [NH2:1][CH2:2][CH2:3][OH:4].CCN(CC)CC.[CH3:12][C:13]([Si:16](Cl)([CH3:18])[CH3:17])([CH3:15])[CH3:14]. Product: [Si:16]([O:4][CH2:3][CH2:2][NH2:1])([C:13]([CH3:15])([CH3:14])[CH3:12])([CH3:18])[CH3:17]. The catalyst class is: 79. (6) Reactant: [C:1]([O:5][CH:6]([C:11]1[C:12]([CH3:36])=[N:13][C:14]2[CH2:15][CH2:16][N:17]([CH2:28][CH2:29][C:30]3[CH:35]=[CH:34][CH:33]=[CH:32][CH:31]=3)[CH2:18][C:19]=2[C:20]=1[C:21]1[CH:26]=[CH:25][C:24]([CH3:27])=[CH:23][CH:22]=1)[C:7]([O:9]C)=[O:8])([CH3:4])([CH3:3])[CH3:2].[OH-].[Na+].Cl. Product: [C:1]([O:5][CH:6]([C:11]1[C:12]([CH3:36])=[N:13][C:14]2[CH2:15][CH2:16][N:17]([CH2:28][CH2:29][C:30]3[CH:31]=[CH:32][CH:33]=[CH:34][CH:35]=3)[CH2:18][C:19]=2[C:20]=1[C:21]1[CH:22]=[CH:23][C:24]([CH3:27])=[CH:25][CH:26]=1)[C:7]([OH:9])=[O:8])([CH3:4])([CH3:3])[CH3:2]. The catalyst class is: 12. (7) Reactant: [CH2:1]([C@@:5]1([CH2:33][CH3:34])[NH:11][C@H:10]([C:12]2[CH:17]=[CH:16][CH:15]=[CH:14][CH:13]=2)[C:9]2[CH:18]=[C:19]([O:29][CH3:30])[C:20](/[CH:22]=[CH:23]/[C:24]([O:26]CC)=[O:25])=[CH:21][C:8]=2[S:7](=[O:32])(=[O:31])[CH2:6]1)[CH2:2][CH2:3][CH3:4].[OH-].[Li+]. Product: [NH4+:11].[CH2:1]([C@@:5]1([CH2:33][CH3:34])[NH:11][C@H:10]([C:12]2[CH:13]=[CH:14][CH:15]=[CH:16][CH:17]=2)[C:9]2[CH:18]=[C:19]([O:29][CH3:30])[C:20](/[CH:22]=[CH:23]/[C:24]([O-:26])=[O:25])=[CH:21][C:8]=2[S:7](=[O:32])(=[O:31])[CH2:6]1)[CH2:2][CH2:3][CH3:4]. The catalyst class is: 87. (8) Reactant: Cl[Si:2]([CH3:5])([CH3:4])[CH3:3].[OH:6][CH2:7][C@@H:8]1[CH2:13][N:12]2[N:14]=[C:15]([CH2:17][O:18][C:19]3[CH:24]=[CH:23][CH:22]=[CH:21][CH:20]=3)[CH:16]=[C:11]2[C:10](=[O:25])[NH:9]1.Cl. Product: [O:18]([CH2:17][C:15]1[CH:16]=[C:11]2[C:10](=[O:25])[NH:9][C@H:8]([CH2:7][O:6][Si:2]([CH3:5])([CH3:4])[CH3:3])[CH2:13][N:12]2[N:14]=1)[C:19]1[CH:20]=[CH:21][CH:22]=[CH:23][CH:24]=1. The catalyst class is: 10.